This data is from Forward reaction prediction with 1.9M reactions from USPTO patents (1976-2016). The task is: Predict the product of the given reaction. (1) Given the reactants C(Cl)(=O)C(Cl)=O.[NH:7]1[CH:11]=[CH:10][C:9]([C:12]([OH:14])=O)=[CH:8]1.[NH:15]1[CH2:18][CH2:17][CH2:16]1, predict the reaction product. The product is: [N:15]1([C:12]([C:9]2[CH:10]=[CH:11][NH:7][CH:8]=2)=[O:14])[CH2:18][CH2:17][CH2:16]1. (2) Given the reactants [Cl:1][C:2]1[N:7]=[CH:6][C:5]([CH2:8][N:9]2[C:13]([CH3:14])=[C:12]([C:15]3[CH:20]=[CH:19][C:18]([C:21]#[N:22])=[CH:17][CH:16]=3)[C:11]([C:23]#[N:24])=[C:10]2[CH3:25])=[CH:4][C:3]=1[CH2:26][OH:27].O1CCCC1.O.[C:34]1([S:40]([OH:43])(=[O:42])=[O:41])[CH:39]=[CH:38][CH:37]=[CH:36][CH:35]=1, predict the reaction product. The product is: [C:34]1([S:40]([OH:43])(=[O:42])=[O:41])[CH:39]=[CH:38][CH:37]=[CH:36][CH:35]=1.[Cl:1][C:2]1[N:7]=[CH:6][C:5]([CH2:8][N:9]2[C:13]([CH3:14])=[C:12]([C:15]3[CH:20]=[CH:19][C:18]([C:21]#[N:22])=[CH:17][CH:16]=3)[C:11]([C:23]#[N:24])=[C:10]2[CH3:25])=[CH:4][C:3]=1[CH2:26][OH:27]. (3) Given the reactants Cl[C:2]1[CH:7]=[CH:6][N:5]2[N:8]=[CH:9][C:10]([C:11]([O:13][CH2:14][CH3:15])=[O:12])=[C:4]2[N:3]=1.[F:16][C:17]1[CH:18]=[C:19]([C@H:25]2[CH2:29][CH2:28][CH2:27][NH:26]2)[C:20]([O:23][CH3:24])=[N:21][CH:22]=1.CCN(C(C)C)C(C)C.C(O)CCC, predict the reaction product. The product is: [F:16][C:17]1[CH:18]=[C:19]([C@H:25]2[CH2:29][CH2:28][CH2:27][N:26]2[C:2]2[CH:7]=[CH:6][N:5]3[N:8]=[CH:9][C:10]([C:11]([O:13][CH2:14][CH3:15])=[O:12])=[C:4]3[N:3]=2)[C:20]([O:23][CH3:24])=[N:21][CH:22]=1.